From a dataset of NCI-60 drug combinations with 297,098 pairs across 59 cell lines. Regression. Given two drug SMILES strings and cell line genomic features, predict the synergy score measuring deviation from expected non-interaction effect. (1) Synergy scores: CSS=41.3, Synergy_ZIP=-10.1, Synergy_Bliss=-3.97, Synergy_Loewe=-0.343, Synergy_HSA=1.68. Drug 1: C1CN1C2=NC(=NC(=N2)N3CC3)N4CC4. Drug 2: C1CCC(C(C1)N)N.C(=O)(C(=O)[O-])[O-].[Pt+4]. Cell line: HOP-92. (2) Drug 1: CC=C1C(=O)NC(C(=O)OC2CC(=O)NC(C(=O)NC(CSSCCC=C2)C(=O)N1)C(C)C)C(C)C. Drug 2: CC1=C(C(=O)C2=C(C1=O)N3CC4C(C3(C2COC(=O)N)OC)N4)N. Cell line: SNB-75. Synergy scores: CSS=71.2, Synergy_ZIP=9.32, Synergy_Bliss=9.75, Synergy_Loewe=-4.42, Synergy_HSA=13.7. (3) Cell line: UACC62. Drug 2: CN(CCCl)CCCl.Cl. Drug 1: CC1C(C(CC(O1)OC2CC(OC(C2O)C)OC3=CC4=CC5=C(C(=O)C(C(C5)C(C(=O)C(C(C)O)O)OC)OC6CC(C(C(O6)C)O)OC7CC(C(C(O7)C)O)OC8CC(C(C(O8)C)O)(C)O)C(=C4C(=C3C)O)O)O)O. Synergy scores: CSS=18.0, Synergy_ZIP=3.68, Synergy_Bliss=5.24, Synergy_Loewe=-34.6, Synergy_HSA=-5.46. (4) Drug 1: CN1CCC(CC1)COC2=C(C=C3C(=C2)N=CN=C3NC4=C(C=C(C=C4)Br)F)OC. Drug 2: C1=CC(=C2C(=C1NCCNCCO)C(=O)C3=C(C=CC(=C3C2=O)O)O)NCCNCCO. Cell line: ACHN. Synergy scores: CSS=68.6, Synergy_ZIP=7.16, Synergy_Bliss=8.42, Synergy_Loewe=-5.57, Synergy_HSA=12.4.